From a dataset of Forward reaction prediction with 1.9M reactions from USPTO patents (1976-2016). Predict the product of the given reaction. (1) The product is: [NH2:44][C:45]1[CH:50]=[CH:49][CH:48]=[CH:47][C:46]=1[NH:51][C:52](=[O:65])[C:53]1[CH:58]=[CH:57][C:56]([CH:59]2[CH2:64][CH2:63][N:62]([C:6](=[O:8])[C:5]3[CH:4]=[CH:3][C:2]([Br:1])=[CH:10][CH:9]=3)[CH2:61][CH2:60]2)=[CH:55][CH:54]=1. Given the reactants [Br:1][C:2]1[CH:10]=[CH:9][C:5]([C:6]([OH:8])=O)=[CH:4][CH:3]=1.F[P-](F)(F)(F)(F)F.N1C2C=CC=C(O[P+](N3CCCC3)(N3CCCC3)N3CCCC3)C=2N=N1.[NH2:44][C:45]1[CH:50]=[CH:49][CH:48]=[CH:47][C:46]=1[NH:51][C:52](=[O:65])[C:53]1[CH:58]=[CH:57][C:56]([CH:59]2[CH2:64][CH2:63][NH:62][CH2:61][CH2:60]2)=[CH:55][CH:54]=1, predict the reaction product. (2) The product is: [OH:26][C:27]1[CH:32]=[CH:31][C:30]([NH:33][C:34]([C:36]2[CH:41]=[CH:40][C:39]([N:42]3[CH2:47][CH2:46][N:45]([C:6]([O:5][CH2:1][CH:2]([CH3:4])[CH3:3])=[O:7])[CH2:44][CH2:43]3)=[CH:38][CH:37]=2)=[O:35])=[CH:29][CH:28]=1. Given the reactants [CH2:1]([O:5][C:6](Cl)=[O:7])[CH:2]([CH3:4])[CH3:3].CCN(CC)CC.FC(F)(F)C([O-])=O.C([O:26][C:27]1[CH:32]=[CH:31][C:30]([NH:33][C:34]([C:36]2[CH:41]=[CH:40][C:39]([N:42]3[CH2:47][CH2:46][NH2+:45][CH2:44][CH2:43]3)=[CH:38][CH:37]=2)=[O:35])=[CH:29][CH:28]=1)(=O)C.C(O)C(N)(CO)CO, predict the reaction product. (3) Given the reactants [CH3:1][C:2]1[CH:7]=[C:6]([CH3:8])[CH:5]=[CH:4][C:3]=1[CH:9]([C:31]1[CH:36]=[CH:35][CH:34]=[CH:33][CH:32]=1)[NH:10][C:11](=[O:30])[CH2:12][C:13]1[CH:18]=[CH:17][C:16]([O:19][CH2:20][C:21]([C:23]2[C:24]([CH3:29])=[N:25][CH:26]=[CH:27][CH:28]=2)=[O:22])=[CH:15][CH:14]=1.[BH4-].[Na+].O, predict the reaction product. The product is: [CH3:1][C:2]1[CH:7]=[C:6]([CH3:8])[CH:5]=[CH:4][C:3]=1[CH:9]([C:31]1[CH:32]=[CH:33][CH:34]=[CH:35][CH:36]=1)[NH:10][C:11](=[O:30])[CH2:12][C:13]1[CH:18]=[CH:17][C:16]([O:19][CH2:20][CH:21]([OH:22])[C:23]2[C:24]([CH3:29])=[N:25][CH:26]=[CH:27][CH:28]=2)=[CH:15][CH:14]=1. (4) Given the reactants [Cl:1][C:2]1[N:7]=[C:6](Cl)[CH:5]=[CH:4][N:3]=1.C(N(CC)CC)C.[C:16]([C:18]1[CH:19]=[CH:20][C:21]([F:31])=[C:22]([NH:24][C:25](=[O:30])[C:26]([F:29])([F:28])[F:27])[CH:23]=1)#[CH:17], predict the reaction product. The product is: [Cl:1][C:2]1[N:7]=[C:6]([C:17]#[C:16][C:18]2[CH:19]=[CH:20][C:21]([F:31])=[C:22]([NH:24][C:25](=[O:30])[C:26]([F:27])([F:28])[F:29])[CH:23]=2)[CH:5]=[CH:4][N:3]=1.